This data is from Reaction yield outcomes from USPTO patents with 853,638 reactions. The task is: Predict the reaction yield, written as a fraction of the theoretical maximum amount of product (1.0 means a 100% yield; for example, 0.34 means a 34% yield). The reactants are CO[C:3](=[O:8])[CH2:4][CH2:5][O:6][CH3:7].[Li+].C[Si]([N-][Si](C)(C)C)(C)C.[CH:19]1([NH:24][C:25]2[C:30]([CH:31]=O)=[CH:29][N:28]=[C:27]([S:33][CH3:34])[N:26]=2)[CH2:23][CH2:22][CH2:21][CH2:20]1. The catalyst is O1CCCC1.C(OCC)(=O)C.O. The product is [CH:19]1([N:24]2[C:25]3[N:26]=[C:27]([S:33][CH3:34])[N:28]=[CH:29][C:30]=3[CH:31]=[C:4]([CH2:5][O:6][CH3:7])[C:3]2=[O:8])[CH2:20][CH2:21][CH2:22][CH2:23]1. The yield is 0.241.